Dataset: Full USPTO retrosynthesis dataset with 1.9M reactions from patents (1976-2016). Task: Predict the reactants needed to synthesize the given product. (1) Given the product [CH:6]([OH:7])=[O:5].[NH2:8][CH2:9][C:10]1([C:33]2[CH:38]=[CH:37][CH:36]=[C:35]([Cl:39])[CH:34]=2)[CH2:11][CH2:12][CH:13]([N:16]2[C:21](=[O:22])[CH2:20][N:19]([C:23]3[CH:24]=[C:25]([CH:29]=[CH:30][CH:31]=3)[C:26]([OH:28])=[O:27])[C:18](=[O:32])[CH2:17]2)[CH2:14][CH2:15]1, predict the reactants needed to synthesize it. The reactants are: C([O:5][C:6]([NH:8][CH2:9][C:10]1([C:33]2[CH:38]=[CH:37][CH:36]=[C:35]([Cl:39])[CH:34]=2)[CH2:15][CH2:14][CH:13]([N:16]2[C:21](=[O:22])[CH2:20][N:19]([C:23]3[CH:24]=[C:25]([CH:29]=[CH:30][CH:31]=3)[C:26]([OH:28])=[O:27])[C:18](=[O:32])[CH2:17]2)[CH2:12][CH2:11]1)=[O:7])(C)(C)C.C(OC(C(N)C1(C2C=CC=C(Cl)C=2)CCC(N(CC(O)=O)C(CNC2C=C(C=CC=2)C(O)=O)=O)CC1)=O)(C)(C)C.FC(F)(F)C(O)=O. (2) The reactants are: [CH:1]([CH2:3][C:4](O)=[O:5])=[CH2:2].OC1C2N=NNC=2C=CC=1.Cl.[NH2:18][CH2:19][CH2:20][C:21]1[C:25]2[CH:26]=[C:27]([C:30]([O:32][CH3:33])=[O:31])[CH:28]=[CH:29][C:24]=2[O:23][CH:22]=1. Given the product [C:4]([NH:18][CH2:19][CH2:20][C:21]1[C:25]2[CH:26]=[C:27]([C:30]([O:32][CH3:33])=[O:31])[CH:28]=[CH:29][C:24]=2[O:23][CH:22]=1)(=[O:5])[CH2:3][CH:1]=[CH2:2], predict the reactants needed to synthesize it. (3) Given the product [Cl:16][C:17]1[CH:18]=[CH:19][C:20]([C:25]#[C:26][C@@H:27]2[NH:31][C:30](=[O:43])[CH2:29][CH2:28]2)=[N:21][C:22]=1[O:23][CH3:24], predict the reactants needed to synthesize it. The reactants are: FC(F)(F)C(O)=O.C1(OC)C=CC=CC=1.[Cl:16][C:17]1[CH:18]=[CH:19][C:20]([C:25]#[C:26][C@@H:27]2[N:31](CC3C=CC(OC)=CC=3OC)[C:30](=[O:43])[CH2:29][CH2:28]2)=[N:21][C:22]=1[O:23][CH3:24]. (4) Given the product [F:9][C:10]1[CH:15]=[C:14]([S:16]([CH3:19])(=[O:18])=[O:17])[CH:13]=[CH:12][C:11]=1[C:5]1[N:6]=[CH:7][C:2]([NH2:1])=[N:3][CH:4]=1, predict the reactants needed to synthesize it. The reactants are: [NH2:1][C:2]1[CH:7]=[N:6][C:5](Br)=[CH:4][N:3]=1.[F:9][C:10]1[CH:15]=[C:14]([S:16]([CH3:19])(=[O:18])=[O:17])[CH:13]=[CH:12][C:11]=1B(O)O.C([O-])([O-])=O.[Na+].[Na+]. (5) The reactants are: F[C:2]1[N:7]=[C:6]([C:8]2[C:16]3[C:11](=[CH:12][N:13]=[C:14]([C:17]4[CH:18]=[N:19][CH:20]=[CH:21][CH:22]=4)[CH:15]=3)[N:10](C3CCCCO3)[N:9]=2)[CH:5]=[CH:4][CH:3]=1.[NH:29]1[CH2:34][CH2:33][CH:32]([CH:35]2[CH2:40][CH2:39][NH:38][CH2:37][CH2:36]2)[CH2:31][CH2:30]1. Given the product [N:29]1([C:2]2[N:7]=[C:6]([C:8]3[C:16]4[C:11](=[CH:12][N:13]=[C:14]([C:17]5[CH:18]=[N:19][CH:20]=[CH:21][CH:22]=5)[CH:15]=4)[NH:10][N:9]=3)[CH:5]=[CH:4][CH:3]=2)[CH2:34][CH2:33][CH:32]([CH:35]2[CH2:40][CH2:39][NH:38][CH2:37][CH2:36]2)[CH2:31][CH2:30]1, predict the reactants needed to synthesize it. (6) Given the product [CH3:11][C:10]1[O:9][N:8]=[C:7]([C:12]2[CH:13]=[CH:14][CH:15]=[CH:16][CH:17]=2)[C:6]=1[C:4]1[N:3]=[CH:2][N:1]([C:21]2[CH:22]=[CH:23][CH:24]=[CH:25][C:20]=2[C:19]([F:30])([F:29])[F:18])[CH:5]=1, predict the reactants needed to synthesize it. The reactants are: [NH:1]1[CH:5]=[C:4]([C:6]2[C:7]([C:12]3[CH:17]=[CH:16][CH:15]=[CH:14][CH:13]=3)=[N:8][O:9][C:10]=2[CH3:11])[N:3]=[CH:2]1.[F:18][C:19]([F:30])([F:29])[C:20]1[CH:25]=[CH:24][CH:23]=[CH:22][C:21]=1B(O)O. (7) Given the product [F:1][C:2]1[CH:7]=[CH:6][C:5]([C:8]([C:35]2[CH:36]=[CH:37][C:38]([F:41])=[CH:39][CH:40]=2)([OH:42])[CH2:9][CH2:10][CH2:11][CH2:12][C:13]([N:15]2[CH2:20][CH2:19][N:18]([C:21](=[O:34])[C:22]3[CH:23]=[C:24]([O:32][CH3:33])[C:25]([O:30][CH3:31])=[C:26]([O:28][CH3:29])[CH:27]=3)[CH2:17][CH2:16]2)=[O:14])=[CH:4][CH:3]=1, predict the reactants needed to synthesize it. The reactants are: [F:1][C:2]1[CH:7]=[CH:6][C:5]([C:8]([C:35]2[CH:40]=[CH:39][C:38]([F:41])=[CH:37][CH:36]=2)=[CH:9][CH2:10][CH2:11][CH2:12][C:13]([N:15]2[CH2:20][CH2:19][N:18]([C:21](=[O:34])[C:22]3[CH:27]=[C:26]([O:28][CH3:29])[C:25]([O:30][CH3:31])=[C:24]([O:32][CH3:33])[CH:23]=3)[CH2:17][CH2:16]2)=[O:14])=[CH:4][CH:3]=1.[OH-:42].[Na+].[BH4-].[Na+]. (8) Given the product [CH2:1]([C:3]1[C:4]([CH:29]([OH:41])[C:30]2[NH:34][C:33]3[CH:35]=[CH:36][C:37]([C:39]#[N:40])=[CH:38][C:32]=3[N:31]=2)=[C:5]2[C:9](=[C:10]([CH3:12])[CH:11]=1)[NH:8][CH:7]=[C:6]2[C:23]1[CH:28]=[CH:27][CH:26]=[CH:25][CH:24]=1)[CH3:2], predict the reactants needed to synthesize it. The reactants are: [CH2:1]([C:3]1[C:4]([CH:29]([OH:41])[C:30]2[NH:34][C:33]3[CH:35]=[CH:36][C:37]([C:39]#[N:40])=[CH:38][C:32]=3[N:31]=2)=[C:5]2[C:9](=[C:10]([CH3:12])[CH:11]=1)[N:8](S(C1C=CC(C)=CC=1)(=O)=O)[CH:7]=[C:6]2[C:23]1[CH:28]=[CH:27][CH:26]=[CH:25][CH:24]=1)[CH3:2].[OH-].[K+].